This data is from Forward reaction prediction with 1.9M reactions from USPTO patents (1976-2016). The task is: Predict the product of the given reaction. (1) Given the reactants [C:1]([C:5]1[CH:23]=[C:8]2[N:9]=[C:10]([CH3:22])[C:11]([CH:14]([CH2:19][CH2:20][CH3:21])[C:15]([O:17][CH3:18])=[O:16])=[C:12](Cl)[N:7]2[N:6]=1)([CH3:4])([CH3:3])[CH3:2].B(O)(O)[C:25]1[CH:26]=[CH:27][C:28]([CH3:31])=[CH:29][CH:30]=1.C(N(C(C)C)CC)(C)C, predict the reaction product. The product is: [C:1]([C:5]1[CH:23]=[C:8]2[N:9]=[C:10]([CH3:22])[C:11]([CH:14]([CH2:19][CH2:20][CH3:21])[C:15]([O:17][CH3:18])=[O:16])=[C:12]([C:25]3[CH:30]=[CH:29][C:28]([CH3:31])=[CH:27][CH:26]=3)[N:7]2[N:6]=1)([CH3:4])([CH3:3])[CH3:2]. (2) Given the reactants [C:1]([C:9]1[CH:10]=[N:11][C:12]([N:15]2[CH2:20][CH2:19][N:18]([C:21]3[N:26]=[CH:25][N:24]=[C:23]([NH:27][C:28]4[CH:29]=[N:30][N:31]([CH2:33][C@H:34]5[O:39][CH2:38][CH2:37][N:36](C(OC(C)(C)C)=O)[CH2:35]5)[CH:32]=4)[N:22]=3)[CH2:17][CH2:16]2)=[N:13][CH:14]=1)(=[O:8])[C:2]1[CH:7]=[CH:6][CH:5]=[CH:4][CH:3]=1.Cl.O1CCOCC1, predict the reaction product. The product is: [NH:36]1[CH2:37][CH2:38][O:39][CH:34]([CH2:33][N:31]2[CH:32]=[C:28]([NH:27][C:23]3[N:24]=[CH:25][N:26]=[C:21]([N:18]4[CH2:17][CH2:16][N:15]([C:12]5[N:11]=[CH:10][C:9]([C@H:1]([C:2]6[CH:7]=[CH:6][CH:5]=[CH:4][CH:3]=6)[OH:8])=[CH:14][N:13]=5)[CH2:20][CH2:19]4)[N:22]=3)[CH:29]=[N:30]2)[CH2:35]1. (3) Given the reactants N([O-])=[O:2].[Na+].N[C:6]1[C:11]([CH3:12])=[CH:10][C:9]([Br:13])=[CH:8][N:7]=1, predict the reaction product. The product is: [Br:13][C:9]1[CH:10]=[C:11]([CH3:12])[C:6]([OH:2])=[N:7][CH:8]=1. (4) Given the reactants [CH3:1][C:2]1[CH:11]=[CH:10][C:9]2[C:4](=[CH:5][CH:6]=[C:7]([CH2:12][N:13]3[CH:17]=[C:16]([C:18]([OH:20])=O)[CH:15]=[N:14]3)[CH:8]=2)[N:3]=1.CN(C(ON1N=NC2C=CC=CC1=2)=[N+](C)C)C.F[P-](F)(F)(F)(F)F.CCN(C(C)C)C(C)C.[Cl:54][C:55]1[CH:56]=[C:57]2[C:61](=[CH:62][CH:63]=1)[NH:60][CH:59]=[C:58]2[CH2:64][NH2:65], predict the reaction product. The product is: [Cl:54][C:55]1[CH:56]=[C:57]2[C:61](=[CH:62][CH:63]=1)[NH:60][CH:59]=[C:58]2[CH2:64][NH:65][C:18]([C:16]1[CH:15]=[N:14][N:13]([CH2:12][C:7]2[CH:8]=[C:9]3[C:4](=[CH:5][CH:6]=2)[N:3]=[C:2]([CH3:1])[CH:11]=[CH:10]3)[CH:17]=1)=[O:20].